From a dataset of NCI-60 drug combinations with 297,098 pairs across 59 cell lines. Regression. Given two drug SMILES strings and cell line genomic features, predict the synergy score measuring deviation from expected non-interaction effect. (1) Drug 1: C1=C(C(=O)NC(=O)N1)F. Synergy scores: CSS=46.7, Synergy_ZIP=1.43, Synergy_Bliss=0.976, Synergy_Loewe=-1.89, Synergy_HSA=1.45. Drug 2: CC1C(C(CC(O1)OC2CC(OC(C2O)C)OC3=CC4=CC5=C(C(=O)C(C(C5)C(C(=O)C(C(C)O)O)OC)OC6CC(C(C(O6)C)O)OC7CC(C(C(O7)C)O)OC8CC(C(C(O8)C)O)(C)O)C(=C4C(=C3C)O)O)O)O. Cell line: OVCAR-4. (2) Drug 1: C1=CC(=CC=C1CCC2=CNC3=C2C(=O)NC(=N3)N)C(=O)NC(CCC(=O)O)C(=O)O. Drug 2: C#CCC(CC1=CN=C2C(=N1)C(=NC(=N2)N)N)C3=CC=C(C=C3)C(=O)NC(CCC(=O)O)C(=O)O. Cell line: HOP-62. Synergy scores: CSS=36.6, Synergy_ZIP=-3.62, Synergy_Bliss=4.63, Synergy_Loewe=6.45, Synergy_HSA=5.95. (3) Drug 1: CC1CC2C3CCC4=CC(=O)C=CC4(C3(C(CC2(C1(C(=O)CO)O)C)O)F)C. Drug 2: C1=CC=C(C=C1)NC(=O)CCCCCCC(=O)NO. Cell line: NCI-H460. Synergy scores: CSS=45.6, Synergy_ZIP=-1.15, Synergy_Bliss=-1.89, Synergy_Loewe=-34.0, Synergy_HSA=1.70. (4) Drug 1: C1CCC(CC1)NC(=O)N(CCCl)N=O. Drug 2: C1=CC=C(C=C1)NC(=O)CCCCCCC(=O)NO. Cell line: CCRF-CEM. Synergy scores: CSS=61.4, Synergy_ZIP=-0.837, Synergy_Bliss=0.286, Synergy_Loewe=-0.801, Synergy_HSA=2.46. (5) Cell line: OVCAR-5. Drug 2: CC(C)CN1C=NC2=C1C3=CC=CC=C3N=C2N. Synergy scores: CSS=13.7, Synergy_ZIP=-0.198, Synergy_Bliss=-0.210, Synergy_Loewe=0.769, Synergy_HSA=0.933. Drug 1: CC1CCC2CC(C(=CC=CC=CC(CC(C(=O)C(C(C(=CC(C(=O)CC(OC(=O)C3CCCCN3C(=O)C(=O)C1(O2)O)C(C)CC4CCC(C(C4)OC)OCCO)C)C)O)OC)C)C)C)OC. (6) Cell line: HL-60(TB). Synergy scores: CSS=-4.56, Synergy_ZIP=5.71, Synergy_Bliss=6.30, Synergy_Loewe=3.35, Synergy_HSA=0.460. Drug 2: C(CN)CNCCSP(=O)(O)O. Drug 1: CNC(=O)C1=NC=CC(=C1)OC2=CC=C(C=C2)NC(=O)NC3=CC(=C(C=C3)Cl)C(F)(F)F.